The task is: Predict the reactants needed to synthesize the given product.. This data is from Full USPTO retrosynthesis dataset with 1.9M reactions from patents (1976-2016). (1) Given the product [Cl:1][C:2]1[C:11]2[C:6](=[CH:7][C:8]([S:12]([N:15]([C:25]3[CH:29]=[CH:28][O:27][N:26]=3)[CH2:16][C:17]3[CH:18]=[CH:19][C:20]([O:23][CH3:24])=[CH:21][CH:22]=3)(=[O:13])=[O:14])=[CH:9][CH:10]=2)[C:5](=[O:30])[N:4]([CH3:31])[N:3]=1, predict the reactants needed to synthesize it. The reactants are: [Cl:1][C:2]1[C:11]2[C:6](=[CH:7][C:8]([S:12]([N:15]([C:25]3[CH:29]=[CH:28][O:27][N:26]=3)[CH2:16][C:17]3[CH:22]=[CH:21][C:20]([O:23][CH3:24])=[CH:19][CH:18]=3)(=[O:14])=[O:13])=[CH:9][CH:10]=2)[C:5](=[O:30])[NH:4][N:3]=1.[C:31](=O)([O-])[O-].[K+].[K+].CN(C=O)C.IC. (2) Given the product [C:15]([Si:12]([CH3:14])([CH3:13])[O:11][CH:6]1[C:7]2[C:3](=[C:2]([C@@H:34]([OH:35])[C:31]([CH3:33])([CH3:32])[CH3:30])[CH:10]=[CH:9][CH:8]=2)[CH2:4][CH2:5]1)([CH3:18])([CH3:17])[CH3:16], predict the reactants needed to synthesize it. The reactants are: Br[C:2]1[CH:10]=[CH:9][CH:8]=[C:7]2[C:3]=1[CH2:4][CH2:5][C@@H:6]2[O:11][Si:12]([C:15]([CH3:18])([CH3:17])[CH3:16])([CH3:14])[CH3:13].BrC1C=CC=C2C=1CC[C@@H]2O.[CH3:30][C:31]([CH:34]=[O:35])([CH3:33])[CH3:32]. (3) Given the product [CH2:17]([O:10][C:9]([CH2:8][CH2:7][C:4]1[CH:3]=[CH:2][C:1]([CH2:12][CH2:13][C:14]([OH:16])=[O:15])=[CH:6][CH:5]=1)=[O:11])[CH2:18][CH3:19], predict the reactants needed to synthesize it. The reactants are: [C:1]1([CH2:12][CH2:13][C:14]([OH:16])=[O:15])[CH:6]=[CH:5][C:4]([CH2:7][CH2:8][C:9]([OH:11])=[O:10])=[CH:3][CH:2]=1.[CH2:17](O)[CH2:18][CH3:19].C1(N=C=NC2CCCCC2)CCCCC1. (4) Given the product [CH2:17]([O:16][C:14]([N:9]1[CH2:8][C:7]2[C:11](=[CH:12][CH:13]=[C:5]([C:3]([OH:4])=[O:2])[CH:6]=2)[CH2:10]1)=[O:15])[C:18]1[CH:23]=[CH:22][CH:21]=[CH:20][CH:19]=1, predict the reactants needed to synthesize it. The reactants are: C[O:2][C:3]([C:5]1[CH:6]=[C:7]2[C:11](=[CH:12][CH:13]=1)[CH2:10][N:9]([C:14]([O:16][CH2:17][C:18]1[CH:23]=[CH:22][CH:21]=[CH:20][CH:19]=1)=[O:15])[CH2:8]2)=[O:4].[Li+].[OH-]. (5) Given the product [F:1][C:2]1[CH:3]=[CH:4][C:5]([C:8]2[O:12][N:11]=[C:10]([C:13]([NH:24][CH2:23][CH2:22][N:19]3[CH2:20][CH2:21][O:16][CH2:17][CH2:18]3)=[O:15])[CH:9]=2)=[CH:6][CH:7]=1, predict the reactants needed to synthesize it. The reactants are: [F:1][C:2]1[CH:7]=[CH:6][C:5]([C:8]2[O:12][N:11]=[C:10]([C:13]([OH:15])=O)[CH:9]=2)=[CH:4][CH:3]=1.[O:16]1[CH2:21][CH2:20][N:19]([CH2:22][CH2:23][NH2:24])[CH2:18][CH2:17]1.N1C=CC=CC=1.O=P(Cl)(Cl)Cl.